From a dataset of Tyrosyl-DNA phosphodiesterase HTS with 341,365 compounds. Binary Classification. Given a drug SMILES string, predict its activity (active/inactive) in a high-throughput screening assay against a specified biological target. The result is 0 (inactive). The drug is Brc1oc(c2oc(nn2)c2cc3OCOc3cc2)cc1.